Dataset: Catalyst prediction with 721,799 reactions and 888 catalyst types from USPTO. Task: Predict which catalyst facilitates the given reaction. (1) Reactant: [Cl:1][C:2]1[CH:7]=[CH:6][C:5]([CH:8]([C:25]2[CH:30]=[CH:29][C:28]([Cl:31])=[CH:27][CH:26]=2)[N:9]2[CH2:12][C:11](=[C:13]([C:17]3[CH:22]=[C:21]([F:23])[CH:20]=[C:19]([F:24])[CH:18]=3)[CH:14]([OH:16])[CH3:15])[CH2:10]2)=[CH:4][CH:3]=1.Cl[C:33]([O:35][C:36]1[CH:41]=[CH:40][C:39]([N+:42]([O-:44])=[O:43])=[CH:38][CH:37]=1)=[O:34]. Product: [C:33](=[O:34])([O:35][C:36]1[CH:37]=[CH:38][C:39]([N+:42]([O-:44])=[O:43])=[CH:40][CH:41]=1)[O:16][CH:14]([CH3:15])[C:13](=[C:11]1[CH2:12][N:9]([CH:8]([C:5]2[CH:6]=[CH:7][C:2]([Cl:1])=[CH:3][CH:4]=2)[C:25]2[CH:26]=[CH:27][C:28]([Cl:31])=[CH:29][CH:30]=2)[CH2:10]1)[C:17]1[CH:18]=[C:19]([F:24])[CH:20]=[C:21]([F:23])[CH:22]=1. The catalyst class is: 143. (2) Reactant: Cl[C:2](Cl)([O:4]C(=O)OC(Cl)(Cl)Cl)Cl.[NH2:13][C:14]1[CH:23]=[CH:22][C:21]([C:24]([C:26]2[N:34]3[C:29]([CH:30]=[CH:31][CH:32]=[CH:33]3)=[C:28]([O:35][CH3:36])[CH:27]=2)=[O:25])=[CH:20][C:15]=1[C:16](OC)=[O:17].[NH2:37][CH2:38][C:39]([O:41][CH3:42])=[O:40].[CH2:43](N(CC)CC)C.C1CCN2C(=NCCC2)CC1. Product: [CH3:36][O:35][C:28]1[C:27]([CH3:43])=[C:26]([C:24]([C:21]2[CH:20]=[C:15]3[C:14](=[CH:23][CH:22]=2)[NH:13][C:2](=[O:4])[N:37]([CH2:38][C:39]([O:41][CH3:42])=[O:40])[C:16]3=[O:17])=[O:25])[N:34]2[C:29]=1[CH:30]=[CH:31][CH:32]=[CH:33]2. The catalyst class is: 38. (3) Product: [CH2:32]([N:39]1[CH2:40][CH2:41][N:42]([CH2:45][CH2:46][NH:47][C:29]([C:27]2[CH:26]=[CH:25][C:22]3[CH2:23][CH2:24][N:18]([C:16]([O:15][C:11]([CH3:12])([CH3:13])[CH3:14])=[O:17])[CH2:19][CH2:20][C:21]=3[CH:28]=2)=[O:30])[CH2:43][CH2:44]1)[C:33]1[CH:34]=[CH:35][CH:36]=[CH:37][CH:38]=1. Reactant: P(C#N)(OCC)(OCC)=O.[C:11]([O:15][C:16]([N:18]1[CH2:24][CH2:23][C:22]2[CH:25]=[CH:26][C:27]([C:29](O)=[O:30])=[CH:28][C:21]=2[CH2:20][CH2:19]1)=[O:17])([CH3:14])([CH3:13])[CH3:12].[CH2:32]([N:39]1[CH2:44][CH2:43][N:42]([CH2:45][CH2:46][NH2:47])[CH2:41][CH2:40]1)[C:33]1[CH:38]=[CH:37][CH:36]=[CH:35][CH:34]=1.C(N(CC)CC)C. The catalyst class is: 18. (4) Reactant: [N:1]1[CH:6]=[CH:5][CH:4]=[C:3]([CH2:7][NH2:8])[CH:2]=1.C(N(CC)CC)C.[F:16][C:17]1[CH:22]=[C:21]([S:23][C:24]([F:27])([F:26])[F:25])[CH:20]=[CH:19][C:18]=1[N:28]([CH3:32])[C:29](Cl)=[O:30]. Product: [F:16][C:17]1[CH:22]=[C:21]([S:23][C:24]([F:27])([F:26])[F:25])[CH:20]=[CH:19][C:18]=1[N:28]([CH3:32])[C:29]([NH:8][CH2:7][C:3]1[CH:2]=[N:1][CH:6]=[CH:5][CH:4]=1)=[O:30]. The catalyst class is: 282. (5) Reactant: Cl.[Cl:2][C:3]1[CH:4]=[CH:5][C:6]2[N:15]3[C:11](=[N:12][N:13]=[C:14]3[C@H:16]3[CH2:21][CH2:20][C@H:19]([O:22][C:23]4[CH:28]=[CH:27][CH:26]=[CH:25][CH:24]=4)[CH2:18][CH2:17]3)[CH2:10][NH:9][CH2:8][C:7]=2[CH:29]=1.C(N(CC)CC)C.[CH3:37][S:38](Cl)(=[O:40])=[O:39]. Product: [Cl:2][C:3]1[CH:4]=[CH:5][C:6]2[N:15]3[C:11](=[N:12][N:13]=[C:14]3[C@H:16]3[CH2:17][CH2:18][C@H:19]([O:22][C:23]4[CH:24]=[CH:25][CH:26]=[CH:27][CH:28]=4)[CH2:20][CH2:21]3)[CH2:10][N:9]([S:38]([CH3:37])(=[O:40])=[O:39])[CH2:8][C:7]=2[CH:29]=1. The catalyst class is: 4. (6) Reactant: [CH:1]1([CH:7]([O:37][CH3:38])[C:8]2[CH:32]=[CH:31][C:30]([C:33]([F:36])([F:35])[F:34])=[CH:29][C:9]=2[CH2:10][N:11]([CH2:14][C:15]2[CH:20]=[C:19]([C:21]([F:24])([F:23])[F:22])[CH:18]=[C:17]([C:25]([F:28])([F:27])[F:26])[CH:16]=2)[C:12]#[N:13])[CH2:6][CH2:5][CH2:4][CH2:3][CH2:2]1.[N-:39]=[N+:40]=[N-:41].[Na+].O. Product: [CH:1]1([CH:7]([O:37][CH3:38])[C:8]2[CH:32]=[CH:31][C:30]([C:33]([F:34])([F:35])[F:36])=[CH:29][C:9]=2[CH2:10][N:11]([CH2:14][C:15]2[CH:20]=[C:19]([C:21]([F:22])([F:23])[F:24])[CH:18]=[C:17]([C:25]([F:28])([F:27])[F:26])[CH:16]=2)[C:12]2[N:39]=[N:40][NH:41][N:13]=2)[CH2:6][CH2:5][CH2:4][CH2:3][CH2:2]1. The catalyst class is: 11. (7) Reactant: [Cl:1][C:2]1[CH:3]=[N:4][CH:5]=[C:6]([Cl:26])[C:7]=1[NH:8][C:9]1[NH:10][C:11]2[C:17]3[CH2:18][C:19]([CH3:22])([CH3:21])[O:20][C:16]=3[C:15]([C:23]([OH:25])=O)=[CH:14][C:12]=2[N:13]=1.F[B-](F)(F)F.[N:32]1(OC(N(C)C)=[N+](C)C)[C:36]2[CH:37]=[CH:38][CH:39]=[CH:40][C:35]=2N=N1.CN1CCOCC1.C(N)CCCCC. Product: [Cl:1][C:2]1[CH:3]=[N:4][CH:5]=[C:6]([Cl:26])[C:7]=1[NH:8][C:9]1[NH:10][C:11]2[C:17]3[CH2:18][C:19]([CH3:22])([CH3:21])[O:20][C:16]=3[C:15]([C:23]([NH:32][CH2:36][CH2:35][CH2:40][CH2:39][CH2:38][CH3:37])=[O:25])=[CH:14][C:12]=2[N:13]=1. The catalyst class is: 118. (8) Reactant: [CH3:1][C:2]1[N:7]=[C:6]([CH2:8][NH:9][C:10]([C:12]2[CH:13]=[C:14]([CH:19]=[CH:20][CH:21]=2)[C:15]([O:17][CH3:18])=[O:16])=[O:11])[CH:5]=[CH:4][CH:3]=1.[H-].[Na+].[CH3:24]I. Product: [CH3:24][N:9]([CH2:8][C:6]1[CH:5]=[CH:4][CH:3]=[C:2]([CH3:1])[N:7]=1)[C:10]([C:12]1[CH:13]=[C:14]([CH:19]=[CH:20][CH:21]=1)[C:15]([O:17][CH3:18])=[O:16])=[O:11]. The catalyst class is: 3. (9) Reactant: [C:1]([OH:8])(=[O:7])[CH2:2][CH2:3][C:4]([OH:6])=[O:5].[C:9]([CH:26]([CH:28]([CH:30]([C:32](=[O:48])[CH2:33][CH2:34][CH2:35][CH2:36][CH2:37][CH2:38][CH2:39][CH2:40][CH2:41][CH2:42][CH2:43][CH2:44][CH2:45][CH2:46][CH3:47])[OH:31])[OH:29])[OH:27])(=[O:25])[CH2:10][CH2:11][CH2:12][CH2:13][CH2:14][CH2:15][CH2:16][CH2:17][CH2:18][CH2:19][CH2:20][CH2:21][CH2:22][CH2:23][CH3:24].C(N1C=CN=C1)(N1C=CN=C1)=O.[NH2:61][CH2:62][CH2:63][C:64]1[N:68]=[CH:67][NH:66][CH:65]=1. Product: [NH2:61][CH2:62][CH2:63][C:64]1[N:68]=[CH:67][NH:66][CH:65]=1.[C:1]([OH:8])(=[O:7])[CH2:2][CH2:3][C:4]([OH:6])=[O:5].[C:9]([CH:26]([OH:27])[CH:28]([OH:29])[CH:30]([C:32](=[O:48])[CH2:33][CH2:34][CH2:35][CH2:36][CH2:37][CH2:38][CH2:39][CH2:40][CH2:41][CH2:42][CH2:43][CH2:44][CH2:45][CH2:46][CH3:47])[OH:31])(=[O:25])[CH2:10][CH2:11][CH2:12][CH2:13][CH2:14][CH2:15][CH2:16][CH2:17][CH2:18][CH2:19][CH2:20][CH2:21][CH2:22][CH2:23][CH3:24]. The catalyst class is: 3. (10) Reactant: [Si:1]([O:8][C:9]1[C:18]2[O:17][CH2:16][C:15](=O)[NH:14][C:13]=2[CH:12]=[CH:11][CH:10]=1)([C:4]([CH3:7])([CH3:6])[CH3:5])([CH3:3])[CH3:2].B.O1CCCC1.C(=O)([O-])O.[Na+].O. Product: [Si:1]([O:8][C:9]1[C:18]2[O:17][CH2:16][CH2:15][NH:14][C:13]=2[CH:12]=[CH:11][CH:10]=1)([C:4]([CH3:7])([CH3:5])[CH3:6])([CH3:3])[CH3:2]. The catalyst class is: 7.